Dataset: Full USPTO retrosynthesis dataset with 1.9M reactions from patents (1976-2016). Task: Predict the reactants needed to synthesize the given product. (1) Given the product [C:22]12([C:14]3[CH:13]=[C:12]([C:9]4[CH:8]=[CH:7][C:6](/[CH:5]=[CH:4]/[C:3]([OH:32])=[O:2])=[CH:11][CH:10]=4)[CH:17]=[CH:16][C:15]=3[O:18][CH2:19][C:20]#[N:21])[CH2:23][CH:24]3[CH2:25][CH:26]([CH2:27][CH:28]([CH2:30]3)[CH2:29]1)[CH2:31]2, predict the reactants needed to synthesize it. The reactants are: C[O:2][C:3](=[O:32])/[CH:4]=[CH:5]/[C:6]1[CH:11]=[CH:10][C:9]([C:12]2[CH:17]=[CH:16][C:15]([O:18][CH2:19][C:20]#[N:21])=[C:14]([C:22]34[CH2:31][CH:26]5[CH2:27][CH:28]([CH2:30][CH:24]([CH2:25]5)[CH2:23]3)[CH2:29]4)[CH:13]=2)=[CH:8][CH:7]=1.O[Li].O. (2) Given the product [C:13]([C:10]1[C:11]([CH3:12])=[C:7]2[C:5](=[O:6])[NH:4][CH2:3][CH2:2][N:8]2[C:9]=1[CH3:16])(=[O:15])[CH3:14], predict the reactants needed to synthesize it. The reactants are: Cl[CH2:2][CH2:3][NH:4][C:5]([C:7]1[NH:8][C:9]([CH3:16])=[C:10]([C:13](=[O:15])[CH3:14])[C:11]=1[CH3:12])=[O:6].CCN(CC)CC. (3) Given the product [CH3:28][N:21]([C:22]1[CH:27]=[CH:26][CH:25]=[CH:24][CH:23]=1)[C:19](=[O:20])[CH2:18][N:14]1[C:13]2[CH:29]=[C:9]([O:7][C:1]3[CH:6]=[CH:5][CH:4]=[CH:3][CH:2]=3)[CH:10]=[CH:11][C:12]=2[O:16][C:15]1=[O:17], predict the reactants needed to synthesize it. The reactants are: [C:1]1([OH:7])[CH:6]=[CH:5][CH:4]=[CH:3][CH:2]=1.Br[C:9]1[CH:10]=[CH:11][C:12]2[O:16][C:15](=[O:17])[N:14]([CH2:18][C:19]([N:21]([CH3:28])[C:22]3[CH:27]=[CH:26][CH:25]=[CH:24][CH:23]=3)=[O:20])[C:13]=2[CH:29]=1.C(=O)([O-])[O-].[K+].[K+]. (4) Given the product [CH2:45]([NH:44][C:42]([N:39]1[CH2:40][CH2:41][CH:36]([NH:35][C:34]2[CH:53]=[CH:54][C:31]([O:30][CH2:29][CH2:28][NH:27][CH2:26][C@H:25]([OH:55])[CH2:24][O:23][C:22]3[CH:21]=[CH:20][C:19]([OH:18])=[CH:57][CH:56]=3)=[CH:32][CH:33]=2)[CH2:37][CH2:38]1)=[O:43])[CH2:46][CH2:47][CH2:48][CH2:49][CH2:50][CH2:51][CH3:52], predict the reactants needed to synthesize it. The reactants are: [Si]([O:18][C:19]1[CH:57]=[CH:56][C:22]([O:23][CH2:24][C@@H:25]([OH:55])[CH2:26][NH:27][CH2:28][CH2:29][O:30][C:31]2[CH:54]=[CH:53][C:34]([NH:35][CH:36]3[CH2:41][CH2:40][N:39]([C:42]([NH:44][CH2:45][CH2:46][CH2:47][CH2:48][CH2:49][CH2:50][CH2:51][CH3:52])=[O:43])[CH2:38][CH2:37]3)=[CH:33][CH:32]=2)=[CH:21][CH:20]=1)(C(C)(C)C)(C1C=CC=CC=1)C1C=CC=CC=1. (5) Given the product [NH2:47][C:37]1[C:36]([C:27]2[CH:28]=[C:29]([C:32]([F:34])([F:35])[F:33])[CH:30]=[CH:31][C:26]=2[O:25][C:3]2[C:2]([Cl:1])=[CH:7][C:6]([S:8]([NH:11][C:19]3[N:20]=[CH:21][S:22][CH:23]=3)(=[O:10])=[O:9])=[C:5]([F:24])[CH:4]=2)=[CH:40][NH:39][N:38]=1, predict the reactants needed to synthesize it. The reactants are: [Cl:1][C:2]1[C:3]([O:25][C:26]2[CH:31]=[CH:30][C:29]([C:32]([F:35])([F:34])[F:33])=[CH:28][C:27]=2[C:36]2[C:37]([N+:47]([O-])=O)=[N:38][N:39](C3CCCCO3)[CH:40]=2)=[CH:4][C:5]([F:24])=[C:6]([S:8]([N:11]([C:19]2[N:20]=[CH:21][S:22][CH:23]=2)C(=O)OC(C)(C)C)(=[O:10])=[O:9])[CH:7]=1.[Cl-].[NH4+]. (6) Given the product [I:27][C:12]1[CH:13]=[C:14]2[C:9](=[CH:10][CH:11]=1)[NH:8][N:7]=[C:6]2[C:4]([N:3]([O:2][CH3:1])[CH3:15])=[O:5], predict the reactants needed to synthesize it. The reactants are: [CH3:1][O:2][N:3]([CH3:15])[C:4]([C:6]1[C:14]2[C:9](=[CH:10][CH:11]=[CH:12][CH:13]=2)[NH:8][N:7]=1)=[O:5].FC(F)(F)C(OC1C(OC(=O)C(F)(F)F)=C([I:27])C=CC=1)=O.II.OS([O-])=O.[Na+].